Dataset: Catalyst prediction with 721,799 reactions and 888 catalyst types from USPTO. Task: Predict which catalyst facilitates the given reaction. (1) Reactant: O=[C:2]([CH2:25][CH3:26])[CH:3]([C:16]1[CH:24]=[CH:23][CH:22]=[CH:21][C:17]=1[C:18](O)=[O:19])[C:4](=[O:15])[NH:5][C@H:6]([C:9]1[CH:14]=[CH:13][CH:12]=[CH:11][CH:10]=1)[CH2:7][CH3:8].[NH2:27][C:28]1[CH:33]=[CH:32][CH:31]=[CH:30][CH:29]=1. Product: [C:9]1([C@@H:6]([NH:5][C:4]([C:3]2[C:16]3[C:17](=[CH:21][CH:22]=[CH:23][CH:24]=3)[C:18](=[O:19])[N:27]([C:28]3[CH:33]=[CH:32][CH:31]=[CH:30][CH:29]=3)[C:2]=2[CH2:25][CH3:26])=[O:15])[CH2:7][CH3:8])[CH:10]=[CH:11][CH:12]=[CH:13][CH:14]=1. The catalyst class is: 10. (2) Reactant: [CH3:1][C:2]1[N:7]2[N:8]=[N:9][N:10]=[C:6]2[C:5]([N+:11]([O-])=O)=[C:4]([NH:14][CH2:15][C:16]([NH:19][C:20](=[O:22])[CH3:21])([CH3:18])[CH3:17])[C:3]=1[CH3:23]. Product: [NH2:11][C:5]1[C:6]2[N:7]([N:8]=[N:9][N:10]=2)[C:2]([CH3:1])=[C:3]([CH3:23])[C:4]=1[NH:14][CH2:15][C:16]([NH:19][C:20](=[O:22])[CH3:21])([CH3:18])[CH3:17]. The catalyst class is: 10. (3) Reactant: [CH3:1][O:2][C:3](=[O:22])[C:4]([S:13]([C:16]1[CH:21]=[CH:20][CH:19]=[CH:18][CH:17]=1)(=[O:15])=[O:14])([F:12])[CH:5]1[CH2:10][CH2:9][CH2:8][C:7](=O)[CH2:6]1.Cl.[Cl:24][C:25]1[CH:30]=[CH:29][C:28]([NH:31]N)=[CH:27][CH:26]=1.C([O-])(O)=O.[Na+]. Product: [CH3:1][O:2][C:3](=[O:22])[C:4]([S:13]([C:16]1[CH:21]=[CH:20][CH:19]=[CH:18][CH:17]=1)(=[O:15])=[O:14])([CH:5]1[CH2:10][CH2:9][C:8]2[C:29]3[C:28](=[CH:27][CH:26]=[C:25]([Cl:24])[CH:30]=3)[NH:31][C:7]=2[CH2:6]1)[F:12]. The catalyst class is: 15. (4) Reactant: C[Si]([N-][Si](C)(C)C)(C)C.[K+].[Br:11][C:12]1[C:13](Cl)=[N:14][CH:15]=[C:16]([CH:31]=1)[C:17]([NH:19][C:20]1[CH:25]=[CH:24][C:23]([O:26][C:27]([F:30])([F:29])[F:28])=[CH:22][CH:21]=1)=[O:18].[C:33](#[N:37])[CH:34]([CH3:36])[CH3:35]. Product: [Br:11][C:12]1[C:13]([C:34]([C:33]#[N:37])([CH3:36])[CH3:35])=[N:14][CH:15]=[C:16]([CH:31]=1)[C:17]([NH:19][C:20]1[CH:25]=[CH:24][C:23]([O:26][C:27]([F:30])([F:29])[F:28])=[CH:22][CH:21]=1)=[O:18]. The catalyst class is: 1. (5) Reactant: [CH3:1][O:2][C:3](=[O:22])[C:4]1[CH:9]=[CH:8][C:7]([C:10]([CH:12]2[C:17](=[O:18])[O:16][C:15]([CH3:20])([CH3:19])[O:14][C:13]2=[O:21])=O)=[CH:6][CH:5]=1.CC(O)=O.[BH4-].[Na+]. Product: [CH3:1][O:2][C:3](=[O:22])[C:4]1[CH:5]=[CH:6][C:7]([CH2:10][CH:12]2[C:13](=[O:21])[O:14][C:15]([CH3:19])([CH3:20])[O:16][C:17]2=[O:18])=[CH:8][CH:9]=1. The catalyst class is: 158. (6) Reactant: C[O-].[Na+].[N:4]([C@@H:7]1[C@@H:68]([CH3:69])[O:67][C@H:10]([O:11][C@H:12]2[O:62][C@H:61]([CH3:63])[C@@H:60]([N:64]=[N+:65]=[N-:66])[C@H:51]([O:52][CH2:53][C:54]3[CH:59]=[CH:58][CH:57]=[CH:56][CH:55]=3)[C@@H:13]2[O:14][C@H:15]2[O:37][C@:36]([CH2:39][CH2:40][CH2:41][CH2:42][CH2:43][C:44]([O:46][CH3:47])=[O:45])([CH3:38])[C@@H:35]([N:48]=[N+:49]=[N-:50])[C@H:26]([O:27][CH2:28][C:29]3[CH:34]=[CH:33][CH:32]=[CH:31][CH:30]=3)[C@@H:16]2[O:17]C(=O)C2C=CC=CC=2)[C@@H:9]([OH:70])[C@H:8]1[O:71][CH2:72][C:73]1[CH:78]=[CH:77][CH:76]=[CH:75][CH:74]=1)=[N+:5]=[N-:6]. The catalyst class is: 5. Product: [N:4]([C@@H:7]1[C@@H:68]([CH3:69])[O:67][C@H:10]([O:11][C@H:12]2[O:62][C@H:61]([CH3:63])[C@@H:60]([N:64]=[N+:65]=[N-:66])[C@H:51]([O:52][CH2:53][C:54]3[CH:59]=[CH:58][CH:57]=[CH:56][CH:55]=3)[C@@H:13]2[O:14][C@H:15]2[O:37][C@:36]([CH2:39][CH2:40][CH2:41][CH2:42][CH2:43][C:44]([O:46][CH3:47])=[O:45])([CH3:38])[C@@H:35]([N:48]=[N+:49]=[N-:50])[C@H:26]([O:27][CH2:28][C:29]3[CH:34]=[CH:33][CH:32]=[CH:31][CH:30]=3)[C@@H:16]2[OH:17])[C@@H:9]([OH:70])[C@H:8]1[O:71][CH2:72][C:73]1[CH:78]=[CH:77][CH:76]=[CH:75][CH:74]=1)=[N+:5]=[N-:6].